Dataset: NCI-60 drug combinations with 297,098 pairs across 59 cell lines. Task: Regression. Given two drug SMILES strings and cell line genomic features, predict the synergy score measuring deviation from expected non-interaction effect. (1) Drug 1: CC=C1C(=O)NC(C(=O)OC2CC(=O)NC(C(=O)NC(CSSCCC=C2)C(=O)N1)C(C)C)C(C)C. Drug 2: CC1=C(N=C(N=C1N)C(CC(=O)N)NCC(C(=O)N)N)C(=O)NC(C(C2=CN=CN2)OC3C(C(C(C(O3)CO)O)O)OC4C(C(C(C(O4)CO)O)OC(=O)N)O)C(=O)NC(C)C(C(C)C(=O)NC(C(C)O)C(=O)NCCC5=NC(=CS5)C6=NC(=CS6)C(=O)NCCC[S+](C)C)O. Cell line: NCI-H522. Synergy scores: CSS=56.2, Synergy_ZIP=0.121, Synergy_Bliss=0.370, Synergy_Loewe=-5.12, Synergy_HSA=4.12. (2) Drug 1: C1=CN(C=N1)CC(O)(P(=O)(O)O)P(=O)(O)O. Drug 2: CC(C)(C#N)C1=CC(=CC(=C1)CN2C=NC=N2)C(C)(C)C#N. Cell line: COLO 205. Synergy scores: CSS=5.37, Synergy_ZIP=-3.77, Synergy_Bliss=-4.04, Synergy_Loewe=-4.83, Synergy_HSA=-2.95. (3) Drug 1: C1CCC(CC1)NC(=O)N(CCCl)N=O. Drug 2: CN(CCCl)CCCl.Cl. Cell line: BT-549. Synergy scores: CSS=17.3, Synergy_ZIP=-8.67, Synergy_Bliss=-3.85, Synergy_Loewe=-6.34, Synergy_HSA=-4.68. (4) Drug 1: CC(C1=C(C=CC(=C1Cl)F)Cl)OC2=C(N=CC(=C2)C3=CN(N=C3)C4CCNCC4)N. Drug 2: COCCOC1=C(C=C2C(=C1)C(=NC=N2)NC3=CC=CC(=C3)C#C)OCCOC.Cl. Cell line: 786-0. Synergy scores: CSS=8.15, Synergy_ZIP=-1.63, Synergy_Bliss=3.32, Synergy_Loewe=1.55, Synergy_HSA=3.44. (5) Cell line: SW-620. Synergy scores: CSS=0.439, Synergy_ZIP=1.59, Synergy_Bliss=0.501, Synergy_Loewe=-6.68, Synergy_HSA=-4.66. Drug 1: CNC(=O)C1=CC=CC=C1SC2=CC3=C(C=C2)C(=NN3)C=CC4=CC=CC=N4. Drug 2: CS(=O)(=O)CCNCC1=CC=C(O1)C2=CC3=C(C=C2)N=CN=C3NC4=CC(=C(C=C4)OCC5=CC(=CC=C5)F)Cl. (6) Drug 1: CCCCC(=O)OCC(=O)C1(CC(C2=C(C1)C(=C3C(=C2O)C(=O)C4=C(C3=O)C=CC=C4OC)O)OC5CC(C(C(O5)C)O)NC(=O)C(F)(F)F)O. Drug 2: C1C(C(OC1N2C=NC3=C2NC=NCC3O)CO)O. Cell line: U251. Synergy scores: CSS=47.5, Synergy_ZIP=-5.05, Synergy_Bliss=-10.6, Synergy_Loewe=-15.4, Synergy_HSA=-10.6. (7) Drug 1: C1=CC(=CC=C1CC(C(=O)O)N)N(CCCl)CCCl.Cl. Drug 2: C1=NNC2=C1C(=O)NC=N2. Cell line: SK-MEL-2. Synergy scores: CSS=-3.69, Synergy_ZIP=2.02, Synergy_Bliss=0.189, Synergy_Loewe=-9.87, Synergy_HSA=-5.21. (8) Drug 1: CC1CCC2CC(C(=CC=CC=CC(CC(C(=O)C(C(C(=CC(C(=O)CC(OC(=O)C3CCCCN3C(=O)C(=O)C1(O2)O)C(C)CC4CCC(C(C4)OC)OCCO)C)C)O)OC)C)C)C)OC. Drug 2: C1CN1C2=NC(=NC(=N2)N3CC3)N4CC4. Cell line: COLO 205. Synergy scores: CSS=22.6, Synergy_ZIP=-4.46, Synergy_Bliss=-4.17, Synergy_Loewe=-1.97, Synergy_HSA=-0.623. (9) Drug 1: CC1=C(C(=O)C2=C(C1=O)N3CC4C(C3(C2COC(=O)N)OC)N4)N. Drug 2: C1CCC(C(C1)N)N.C(=O)(C(=O)[O-])[O-].[Pt+4]. Cell line: RXF 393. Synergy scores: CSS=12.7, Synergy_ZIP=-8.32, Synergy_Bliss=-8.01, Synergy_Loewe=-3.40, Synergy_HSA=-3.14. (10) Drug 1: CN(C)N=NC1=C(NC=N1)C(=O)N. Drug 2: CC(C)NC(=O)C1=CC=C(C=C1)CNNC.Cl. Cell line: A498. Synergy scores: CSS=-2.26, Synergy_ZIP=0.0735, Synergy_Bliss=-3.18, Synergy_Loewe=-5.15, Synergy_HSA=-5.05.